This data is from Forward reaction prediction with 1.9M reactions from USPTO patents (1976-2016). The task is: Predict the product of the given reaction. (1) Given the reactants C(OC(=O)[NH:7][C@@H:8]1[CH2:12][CH2:11][N:10]([C:13]2[N:21]=[C:20]3[C:16]([N:17]=[CH:18][N:19]3[C@@H:22]3[CH2:26][C@H:25]([NH:27][C:28](=[O:39])[C@H:29]([O:31][CH2:32][C:33]4[CH:38]=[CH:37][CH:36]=[CH:35][CH:34]=4)[CH3:30])[C@@H:24]([OH:40])[C@H:23]3[OH:41])=[C:15]([NH:42][CH2:43][CH:44]([C:51]3[CH:56]=[CH:55][CH:54]=[CH:53][CH:52]=3)[C:45]3[CH:50]=[CH:49][CH:48]=[CH:47][CH:46]=3)[N:14]=2)[CH2:9]1)(C)(C)C.Cl, predict the reaction product. The product is: [NH2:7][C@@H:8]1[CH2:12][CH2:11][N:10]([C:13]2[N:21]=[C:20]3[C:16]([N:17]=[CH:18][N:19]3[C@@H:22]3[CH2:26][C@H:25]([NH:27][C:28](=[O:39])[C@H:29]([O:31][CH2:32][C:33]4[CH:38]=[CH:37][CH:36]=[CH:35][CH:34]=4)[CH3:30])[C@@H:24]([OH:40])[C@H:23]3[OH:41])=[C:15]([NH:42][CH2:43][CH:44]([C:45]3[CH:46]=[CH:47][CH:48]=[CH:49][CH:50]=3)[C:51]3[CH:56]=[CH:55][CH:54]=[CH:53][CH:52]=3)[N:14]=2)[CH2:9]1. (2) Given the reactants [C:1]([C:4]1[S:8][C:7]([NH2:9])=[N:6][C:5]=1[CH3:10])(=[O:3])[CH3:2].N1C=CC=CC=1.[C:17](Cl)(=[O:19])[CH3:18], predict the reaction product. The product is: [C:1]([C:4]1[S:8][C:7]([NH:9][C:17](=[O:19])[CH3:18])=[N:6][C:5]=1[CH3:10])(=[O:3])[CH3:2]. (3) Given the reactants [Br:1][C:2]1[C:3]([CH3:19])=[C:4]2[CH:10]=[CH:9][N:8]([CH2:11][O:12][CH2:13][CH2:14][Si:15]([CH3:18])([CH3:17])[CH3:16])[C:5]2=[N:6][CH:7]=1.[I:20]N1C(=O)CCC1=O.C(=O)(O)[O-].[Na+].S([O-])([O-])(=O)=O.[Na+].[Na+], predict the reaction product. The product is: [Br:1][C:2]1[C:3]([CH3:19])=[C:4]2[C:10]([I:20])=[CH:9][N:8]([CH2:11][O:12][CH2:13][CH2:14][Si:15]([CH3:18])([CH3:17])[CH3:16])[C:5]2=[N:6][CH:7]=1. (4) Given the reactants [Br:1][CH2:2][CH2:3][CH2:4][CH2:5]Br.[OH:7][C:8]1[CH:17]=[C:16]2[C:11]([CH2:12][CH2:13][C:14](=[O:18])[NH:15]2)=[CH:10][CH:9]=1.[OH-].[Na+].O, predict the reaction product. The product is: [Br:1][CH2:2][CH2:3][CH2:4][CH2:5][O:7][C:8]1[CH:17]=[C:16]2[C:11]([CH2:12][CH2:13][C:14](=[O:18])[NH:15]2)=[CH:10][CH:9]=1.